Task: Binary Classification. Given a drug SMILES string, predict its activity (active/inactive) in a high-throughput screening assay against a specified biological target.. Dataset: M1 muscarinic receptor agonist screen with 61,833 compounds (1) The drug is Clc1ccc(NC(=O)N2CCN(CC2)C(=O)C(NC(=O)C)Cc2cc(OC)c(OC)cc2)cc1. The result is 0 (inactive). (2) The drug is O(C(=O)C1CCCN(C1)c1nc2c(nc1C(C(OC(C)C)=O)C#N)cccc2)CC. The result is 0 (inactive). (3) The compound is FC(F)(F)C1n2[nH]cc(c2=NC(C1)c1ccc(cc1)C)C(=O)NCc1occc1. The result is 0 (inactive). (4) The result is 0 (inactive). The compound is O=C(NC(C)(C)C)C(N(CCO)C(=O)Cn1nc(nn1)c1ccc(cc1)C)c1ccncc1. (5) The compound is Clc1ccc(c2c3n(nc2C)c(N2CCC4(OCCO4)CC2)cc(n3)C)cc1. The result is 0 (inactive). (6) The molecule is Clc1c(OCC)c(S(=O)(=O)N2CCCC2)ccc1Cl. The result is 0 (inactive).